From a dataset of Reaction yield outcomes from USPTO patents with 853,638 reactions. Predict the reaction yield, written as a fraction of the theoretical maximum amount of product (1.0 means a 100% yield; for example, 0.34 means a 34% yield). The reactants are CS(O[CH2:6][C:7]1[CH:12]=[C:11]([CH3:13])[N:10]=[C:9]([O:14][CH3:15])[C:8]=1[C:16]#[N:17])(=O)=O.[CH3:18][NH:19][CH2:20][CH:21]=[CH2:22].C([O-])([O-])=O.[K+].[K+].[Cl-].[NH4+]. The catalyst is CN(C=O)C. The product is [CH2:20]([N:19]([CH2:6][C:7]1[C:8]([C:16]#[N:17])=[C:9]([O:14][CH3:15])[N:10]=[C:11]([CH3:13])[CH:12]=1)[CH3:18])[CH:21]=[CH2:22]. The yield is 0.900.